From a dataset of CYP1A2 inhibition data for predicting drug metabolism from PubChem BioAssay. Regression/Classification. Given a drug SMILES string, predict its absorption, distribution, metabolism, or excretion properties. Task type varies by dataset: regression for continuous measurements (e.g., permeability, clearance, half-life) or binary classification for categorical outcomes (e.g., BBB penetration, CYP inhibition). Dataset: cyp1a2_veith. The drug is COc1ccc(NC(=O)Cn2nnc(C(N)=O)c2N)c(OC)c1. The result is 0 (non-inhibitor).